From a dataset of Full USPTO retrosynthesis dataset with 1.9M reactions from patents (1976-2016). Predict the reactants needed to synthesize the given product. Given the product [CH3:1][O:2]/[CH:3]=[C:4](\[C:9]1[CH:14]=[CH:13][CH:12]=[CH:11][C:10]=1[CH2:15][O:16][C:17]1[CH:22]=[C:21]([CH3:23])[C:20]([C:24]2[CH:25]=[CH:26][N:27]([CH3:29])[N:33]=2)=[CH:19][C:18]=1[CH3:31])/[C:5]([O:7][CH3:8])=[O:6], predict the reactants needed to synthesize it. The reactants are: [CH3:1][O:2]/[CH:3]=[C:4](\[C:9]1[CH:14]=[CH:13][CH:12]=[CH:11][C:10]=1[CH2:15][O:16][C:17]1[CH:22]=[C:21]([CH3:23])[C:20]([C:24](=O)/[CH:25]=[CH:26]/[N:27]([CH3:29])C)=[CH:19][C:18]=1[CH3:31])/[C:5]([O:7][CH3:8])=[O:6].C[NH:33]O.